From a dataset of Reaction yield outcomes from USPTO patents with 853,638 reactions. Predict the reaction yield, written as a fraction of the theoretical maximum amount of product (1.0 means a 100% yield; for example, 0.34 means a 34% yield). (1) The reactants are [OH:1][C:2]1[CH:19]=[C:18]2[C:5]([C@@:6]3([CH3:25])[C@H:15]([CH2:16][S:17]2(=[O:21])=[O:20])[C@:14]2([CH3:22])[C@H:9]([C:10]([CH3:24])([CH3:23])[CH2:11][CH2:12][CH2:13]2)[CH2:8][CH2:7]3)=[C:4]([C:26]([OH:28])=O)[CH:3]=1.CN([C:32]([O:36][N:37]1N=NC2C=CC=NC1=2)=[N+](C)C)C.F[P-](F)(F)(F)(F)F.CN1CCOCC1.Cl.CON. The catalyst is C1COCC1.CN(C=O)C. The product is [OH:1][C:2]1[CH:19]=[C:18]2[C:5]([C@@:6]3([CH3:25])[C@H:15]([CH2:16][S:17]2(=[O:21])=[O:20])[C@:14]2([CH3:22])[C@H:9]([C:10]([CH3:23])([CH3:24])[CH2:11][CH2:12][CH2:13]2)[CH2:8][CH2:7]3)=[C:4]([C:26]([NH:37][O:36][CH3:32])=[O:28])[CH:3]=1. The yield is 0.160. (2) The reactants are [C:1]([O:5][C:6]([NH:8][C@@H:9]([CH2:13][NH2:14])[C:10]([OH:12])=[O:11])=[O:7])([CH3:4])([CH3:3])[CH3:2].S(Cl)([C:18]1[CH:26]=[CH:25][C:21]([N+:22]([O-:24])=[O:23])=[CH:20][CH:19]=1)(=O)=O.[OH:28][S:29](O)(=O)=[O:30]. The catalyst is C1COCC1.[OH-].[Na+].O. The product is [C:1]([O:5][C:6]([NH:8][C@@H:9]([CH2:13][NH:14][S:29]([C:20]1[CH:19]=[CH:18][CH:26]=[CH:25][C:21]=1[N+:22]([O-:24])=[O:23])(=[O:30])=[O:28])[C:10]([OH:12])=[O:11])=[O:7])([CH3:4])([CH3:3])[CH3:2]. The yield is 0.700. (3) The reactants are [C:1]([C:3]1([C:6]2[CH:7]=[C:8]([CH:35]=[CH:36][CH:37]=2)[C:9]([NH:11][C:12]2[CH:17]=[CH:16][CH:15]=[C:14]([O:18][C:19]3[CH:20]=[CH:21][C:22]4[N:23]([CH:25]=[C:26]([NH:28]C(=O)C(F)(F)F)[N:27]=4)[CH:24]=3)[CH:13]=2)=[O:10])[CH2:5][CH2:4]1)#[N:2].[OH-].[Na+].O. The catalyst is C(O)C. The product is [NH2:28][C:26]1[N:27]=[C:22]2[CH:21]=[CH:20][C:19]([O:18][C:14]3[CH:13]=[C:12]([NH:11][C:9](=[O:10])[C:8]4[CH:35]=[CH:36][CH:37]=[C:6]([C:3]5([C:1]#[N:2])[CH2:4][CH2:5]5)[CH:7]=4)[CH:17]=[CH:16][CH:15]=3)=[CH:24][N:23]2[CH:25]=1. The yield is 0.550. (4) The reactants are [CH3:1][C:2]1[C:3](=[O:17])[CH2:4][CH2:5][C:6]=1[C:7]1[CH:8]=[CH:9][CH:10]=[C:11]2[C:16]=1[N:15]=[CH:14][CH:13]=[CH:12]2.O1CCCC1.[C:23]1([Li])[CH:28]=[CH:27][CH:26]=[CH:25][CH:24]=1.C(OCC)(=O)C. The catalyst is O. The product is [OH:17][C:3]1([C:23]2[CH:28]=[CH:27][CH:26]=[CH:25][CH:24]=2)[CH2:4][CH2:5][C:6]([C:7]2[CH:8]=[CH:9][CH:10]=[C:11]3[C:16]=2[N:15]=[CH:14][CH:13]=[CH:12]3)=[C:2]1[CH3:1]. The yield is 0.579. (5) The reactants are [Br:1][C:2]1[C:8]([F:9])=[CH:7][CH:6]=[CH:5][C:3]=1[NH2:4].[C:10](Cl)(=[O:14])[CH2:11][CH2:12][CH3:13].N1C=CC=CC=1.O. The catalyst is C(Cl)Cl. The product is [Br:1][C:2]1[C:8]([F:9])=[CH:7][CH:6]=[CH:5][C:3]=1[NH:4][C:10](=[O:14])[CH2:11][CH2:12][CH3:13]. The yield is 0.730.